Dataset: Forward reaction prediction with 1.9M reactions from USPTO patents (1976-2016). Task: Predict the product of the given reaction. (1) Given the reactants [CH3:1][O:2][CH2:3][C:4]1[C:8]([C:9]([O:11][CH3:12])=[O:10])=[CH:7][N:6]([C:13]2[CH:18]=[CH:17][CH:16]=[CH:15][CH:14]=2)[N:5]=1.[CH3:19][O:20]C1C=C(B(O)O)C=CC=1.N1C=CC=CC=1, predict the reaction product. The product is: [CH3:1][O:2][CH2:3][C:4]1[C:8]([C:9]([O:11][CH3:12])=[O:10])=[CH:7][N:6]([C:13]2[CH:18]=[CH:17][CH:16]=[C:15]([O:20][CH3:19])[CH:14]=2)[N:5]=1. (2) The product is: [OH:38][C:35]1([C:33]([N:1]2[CH2:2][CH2:3][CH:4]([NH:7][C:8]([C:10]3[C:14]4[N:15]=[CH:16][N:17]=[C:18]([C:19]5[CH:24]=[CH:23][C:22]([O:25][CH3:26])=[CH:21][C:20]=5[O:27][CH2:28][CH:29]5[CH2:30][CH2:31]5)[C:13]=4[NH:12][CH:11]=3)=[O:9])[CH2:5][CH2:6]2)=[O:34])[CH2:37][CH2:36]1. Given the reactants [NH:1]1[CH2:6][CH2:5][CH:4]([NH:7][C:8]([C:10]2[C:14]3[N:15]=[CH:16][N:17]=[C:18]([C:19]4[CH:24]=[CH:23][C:22]([O:25][CH3:26])=[CH:21][C:20]=4[O:27][CH2:28][CH:29]4[CH2:31][CH2:30]4)[C:13]=3[NH:12][CH:11]=2)=[O:9])[CH2:3][CH2:2]1.Cl[C:33]([C:35]1([O:38]C(=O)C)[CH2:37][CH2:36]1)=[O:34], predict the reaction product.